This data is from Catalyst prediction with 721,799 reactions and 888 catalyst types from USPTO. The task is: Predict which catalyst facilitates the given reaction. (1) Reactant: C([Li])CCC.[CH3:6][C:7]1[N:8]=[CH:9][S:10][CH:11]=1.[CH2:12]([Sn:16](Cl)([CH2:21][CH2:22][CH2:23][CH3:24])[CH2:17][CH2:18][CH2:19][CH3:20])[CH2:13][CH2:14][CH3:15].O. Product: [CH3:6][C:7]1[N:8]=[C:9]([Sn:16]([CH2:17][CH2:18][CH2:19][CH3:20])([CH2:21][CH2:22][CH2:23][CH3:24])[CH2:12][CH2:13][CH2:14][CH3:15])[S:10][CH:11]=1. The catalyst class is: 7. (2) Reactant: [Cl:1][C:2]1[CH:3]=[CH:4][C:5]2[NH:11][C:10](=O)[CH:9]([CH2:13][C:14]3[S:15][C:16]([CH2:19][CH2:20][C:21]([O:23][CH3:24])=[O:22])=[CH:17][N:18]=3)[CH2:8][CH:7]([C:25]3[CH:30]=[CH:29][CH:28]=[C:27]([O:31][CH3:32])[C:26]=3[O:33][CH3:34])[C:6]=2[CH:35]=1.COC1C=CC(P2(SP(C3C=CC(OC)=CC=3)(=S)S2)=[S:45])=CC=1. Product: [Cl:1][C:2]1[CH:3]=[CH:4][C:5]2[NH:11][C:10](=[S:45])[CH:9]([CH2:13][C:14]3[S:15][C:16]([CH2:19][CH2:20][C:21]([O:23][CH3:24])=[O:22])=[CH:17][N:18]=3)[CH2:8][CH:7]([C:25]3[CH:30]=[CH:29][CH:28]=[C:27]([O:31][CH3:32])[C:26]=3[O:33][CH3:34])[C:6]=2[CH:35]=1. The catalyst class is: 11. (3) Reactant: [CH3:1][O:2][C:3]1[CH:4]=[C:5]2[C:10](=[CH:11][C:12]=1[O:13][CH3:14])[N:9]=[N:8][CH:7]=[C:6]2[C:15]1[CH:16]=[C:17]([CH3:28])[C:18]([N:21]2[CH2:26][CH2:25][C:24](=[O:27])[CH2:23][CH2:22]2)=[N:19][CH:20]=1.[CH3:29][Mg]Br. Product: [CH3:1][O:2][C:3]1[CH:4]=[C:5]2[C:10](=[CH:11][C:12]=1[O:13][CH3:14])[N:9]=[N:8][CH:7]=[C:6]2[C:15]1[CH:16]=[C:17]([CH3:28])[C:18]([N:21]2[CH2:26][CH2:25][C:24]([CH3:29])([OH:27])[CH2:23][CH2:22]2)=[N:19][CH:20]=1. The catalyst class is: 1. (4) Reactant: [CH3:1][O:2][C:3]1[CH:8]=[CH:7][C:6]([N:9]2[CH2:14][C@@H:13]3[CH2:15][C@H:10]2[CH2:11][O:12]3)=[CH:5][C:4]=1[NH2:16].[C:17]([N:25]=[C:26]=[S:27])(=[O:24])[C:18]1[CH:23]=[CH:22][CH:21]=[CH:20][CH:19]=1. Product: [C:17]([NH:25][C:26]([NH:16][C:4]1[CH:5]=[C:6]([N:9]2[CH2:14][C@@H:13]3[CH2:15][C@H:10]2[CH2:11][O:12]3)[CH:7]=[CH:8][C:3]=1[O:2][CH3:1])=[S:27])(=[O:24])[C:18]1[CH:23]=[CH:22][CH:21]=[CH:20][CH:19]=1. The catalyst class is: 21.